This data is from Catalyst prediction with 721,799 reactions and 888 catalyst types from USPTO. The task is: Predict which catalyst facilitates the given reaction. Reactant: C(N(CC)CC)C.[N:8]1([C:14]2[CH:23]=[CH:22][CH:21]=[C:20]3[C:15]=2[C:16]([NH2:25])=[N:17][C:18]([NH2:24])=[N:19]3)[CH2:13][CH2:12][NH:11][CH2:10][CH2:9]1.[F:26][C:27]1[C:34]([CH3:35])=[CH:33][CH:32]=[CH:31][C:28]=1[CH2:29]Br. The catalyst class is: 9. Product: [F:26][C:27]1[C:34]([CH3:35])=[CH:33][CH:32]=[CH:31][C:28]=1[CH2:29][N:11]1[CH2:12][CH2:13][N:8]([C:14]2[CH:23]=[CH:22][CH:21]=[C:20]3[C:15]=2[C:16]([NH2:25])=[N:17][C:18]([NH2:24])=[N:19]3)[CH2:9][CH2:10]1.